This data is from Full USPTO retrosynthesis dataset with 1.9M reactions from patents (1976-2016). The task is: Predict the reactants needed to synthesize the given product. (1) Given the product [CH2:13]1[C:10]2([CH2:9][CH2:8][C:2](=[O:5])[CH2:12][CH2:11]2)[CH2:17][O:16]1, predict the reactants needed to synthesize it. The reactants are: Cl.[C:2](=[O:5])([O-])O.[Na+].C[CH2:8][CH2:9][CH2:10][CH2:11][CH3:12].[C:13]([O:16][CH2:17]C)(=O)C. (2) Given the product [OH:1][CH:2]([C:8]1[N:12]2[CH:13]=[CH:14][C:15]([C:17](=[O:25])[NH:18][C:19]3[CH:20]=[CH:21][CH:22]=[CH:23][CH:24]=3)=[CH:16][C:11]2=[N:10][C:9]=1[C:26]([F:28])([F:29])[F:27])[C:3]([O:5][CH2:6][CH3:7])=[O:4], predict the reactants needed to synthesize it. The reactants are: [O:1]=[C:2]([C:8]1[N:12]2[CH:13]=[CH:14][C:15]([C:17](=[O:25])[NH:18][C:19]3[CH:24]=[CH:23][CH:22]=[CH:21][CH:20]=3)=[CH:16][C:11]2=[N:10][C:9]=1[C:26]([F:29])([F:28])[F:27])[C:3]([O:5][CH2:6][CH3:7])=[O:4].[BH4-].[Na+].C(=O)([O-])O.[Na+]. (3) Given the product [C:19]([O:23][C:24]([N:26]1[CH2:31][CH2:30][N:29]([C:9]2[CH:14]=[C:13]([Cl:15])[CH:12]=[CH:11][C:10]=2[N+:16]([O-:18])=[O:17])[CH2:28][CH2:27]1)=[O:25])([CH3:22])([CH3:20])[CH3:21], predict the reactants needed to synthesize it. The reactants are: C(N(CC)CC)C.Cl[C:9]1[CH:14]=[C:13]([Cl:15])[CH:12]=[CH:11][C:10]=1[N+:16]([O-:18])=[O:17].[C:19]([O:23][C:24]([N:26]1[CH2:31][CH2:30][NH:29][CH2:28][CH2:27]1)=[O:25])([CH3:22])([CH3:21])[CH3:20].O. (4) The reactants are: [OH:1][C:2]1[CH:11]=[CH:10][C:5]([C:6]([O:8][CH3:9])=[O:7])=[CH:4][CH:3]=1.[C:12]([O:16][C:17]([N:19]1[CH2:23][CH2:22][C@@H:21](O)[CH2:20]1)=[O:18])([CH3:15])([CH3:14])[CH3:13].C1(P(C2C=CC=CC=2)C2C=CC=CC=2)C=CC=CC=1.N(C(OCC)=O)=NC(OCC)=O.C(=O)([O-])[O-].[K+].[K+]. Given the product [C:12]([O:16][C:17]([N:19]1[CH2:23][CH2:22][C@H:21]([O:1][C:2]2[CH:3]=[CH:4][C:5]([C:6]([O:8][CH3:9])=[O:7])=[CH:10][CH:11]=2)[CH2:20]1)=[O:18])([CH3:15])([CH3:13])[CH3:14], predict the reactants needed to synthesize it. (5) Given the product [CH2:34]([NH:85][CH2:15][C@@:14]1([CH3:18])[CH:9]2[C@@:10]([CH3:19])([C:20]3[C:6]([CH2:7][CH2:8]2)=[CH:59][C:46]([CH:44]([CH3:45])[CH3:43])=[CH:47][CH:48]=3)[CH2:11][CH2:12][CH2:13]1)[C:33]1[CH:28]=[CH:29][CH:30]=[CH:31][CH:32]=1, predict the reactants needed to synthesize it. The reactants are: CC(C1CC[C@H:15]2[C:6](=[CH:7][CH2:8][C@@H:9]3[C@:14]2([CH3:18])[CH2:13][CH2:12][CH2:11][C@:10]3([CH2:20]O)[CH3:19])C=1)C.C[C@]1(CO)C2[C@@](C)([CH:28]3[C:33](=[CH:34]C2)[CH:32]=[C:31](C(C)C)[CH2:30][CH2:29]3)CCC1.[CH3:43][CH:44]([C:46]1[CH2:59]C[C@H]2[C:48](=CC[C@@H]3[C@]2(C)CCC[C@]3(CN)C)[CH:47]=1)[CH3:45].C[C@]1(C([NH2:85])=O)C2[C@@](C)(C3C(=CC2)C=C(C(C)C)CC3)CCC1.CNC([C@@]1(C)C2[C@@](C)(C3C(=CC2)C=C(C(C)C)CC3)CCC1)=O.C[C@]1(CNC)C2[C@@](C)(C3C(=CC2)C=C(C(C)C)CC3)CCC1.C(N(CC)C([C@@]1(C)C2[C@@](C)(C3C(=CC2)C=C(C(C)C)CC3)CCC1)=O)C.C[C@]1(CN(CC)CC)C2[C@@](C)(C3C(=CC2)C=C(C(C)C)CC3)CCC1.CC(C1C=CC2C3(C)C(CCC=2C=1)C(CN)(C)CCC3)C.C[C@]1(CN)C2[C@@](C)(C3C(CC2)=CC(C(C)C)=CC=3)CCC1.C[C@]1(CNC(=O)C)C2[C@@](C)(C3C(CC2)=CC(C(C)C)=CC=3)CCC1.C[C@]1(CNC(=O)C(F)(F)F)C2[C@@](C)(C3C(CC2)=CC(C(C)C)=CC=3)CCC1.C[C@]1(CNC(=O)C(Br)(Br)Br)C2[C@@](C)(C3C(CC2)=CC(C(C)C)=CC=3)CCC1.C(C1C=C2C([C@]3(C)C(CC2)[C@@](CNC(=O)C2C=CC=CC=2)(C)CCC3)=CC=1)(C)C. (6) Given the product [Cl:1][C:2]1[CH:18]=[CH:17][C:5]2[C:6](=[O:16])[C:7]3[CH:14]=[CH:13][C:12]([O:15][CH2:21][CH2:22][N:23]4[CH2:28][CH2:27][O:26][CH2:25][CH2:24]4)=[CH:11][C:8]=3[CH2:9][CH2:10][C:4]=2[CH:3]=1, predict the reactants needed to synthesize it. The reactants are: [Cl:1][C:2]1[CH:18]=[CH:17][C:5]2[C:6](=[O:16])[C:7]3[CH:14]=[CH:13][C:12]([OH:15])=[CH:11][C:8]=3[CH2:9][CH2:10][C:4]=2[CH:3]=1.Cl.Cl[CH2:21][CH2:22][N:23]1[CH2:28][CH2:27][O:26][CH2:25][CH2:24]1.C([O-])([O-])=O.[K+].[K+]. (7) Given the product [Cl:16][C:17]1[CH:22]=[CH:21][C:20]([CH2:23][CH2:24][C:25]([OH:27])=[O:26])=[C:19]([O:28][C:2]2[CH:7]=[CH:6][C:5]([S:8]([CH3:11])(=[O:10])=[O:9])=[CH:4][C:3]=2[C:12]([F:15])([F:14])[F:13])[CH:18]=1, predict the reactants needed to synthesize it. The reactants are: F[C:2]1[CH:7]=[CH:6][C:5]([S:8]([CH3:11])(=[O:10])=[O:9])=[CH:4][C:3]=1[C:12]([F:15])([F:14])[F:13].[Cl:16][C:17]1[CH:22]=[CH:21][C:20]([CH2:23][CH2:24][C:25]([OH:27])=[O:26])=[C:19]([OH:28])[CH:18]=1.